Dataset: Reaction yield outcomes from USPTO patents with 853,638 reactions. Task: Predict the reaction yield, written as a fraction of the theoretical maximum amount of product (1.0 means a 100% yield; for example, 0.34 means a 34% yield). (1) The reactants are Br[C:2]1[CH:10]=[CH:9][C:5]([C:6]([OH:8])=[O:7])=[C:4]([CH3:11])[CH:3]=1.[Li]CCCC.CN([CH:20]=[O:21])C. The catalyst is C1COCC1. The product is [CH:20]([C:2]1[CH:10]=[CH:9][C:5]([C:6]([OH:8])=[O:7])=[C:4]([CH3:11])[CH:3]=1)=[O:21]. The yield is 0.400. (2) The reactants are [CH:1]([OH:4])([CH3:3])[CH3:2].[H-].[Na+].Cl[C:8]1[C:13]([Cl:14])=[CH:12][CH:11]=[CH:10][N:9]=1. The catalyst is C1COCC1. The product is [Cl:14][C:13]1[C:8]([O:4][CH:1]([CH3:3])[CH3:2])=[N:9][CH:10]=[CH:11][CH:12]=1. The yield is 0.890. (3) The reactants are [C:1]1([OH:11])[C:10]2[C:5](=[CH:6][CH:7]=[CH:8][CH:9]=2)[CH:4]=[CH:3][CH:2]=1.[CH3:12][O:13][CH2:14][CH2:15]Cl.[OH-].[Na+].[I-].[Na+]. The catalyst is C(O)C.C1(C)C=CC=CC=1.O. The product is [CH3:12][O:13][CH2:14][CH2:15][O:11][C:1]1[C:10]2[C:5](=[CH:6][CH:7]=[CH:8][CH:9]=2)[CH:4]=[CH:3][CH:2]=1. The yield is 0.580. (4) The reactants are [O:1]1[CH2:4][C:3](=O)[CH2:2]1.[Si:6]([O:13][CH2:14][CH2:15][NH2:16])([C:9]([CH3:12])([CH3:11])[CH3:10])([CH3:8])[CH3:7]. The catalyst is CO. The yield is 0.467. The product is [Si:6]([O:13][CH2:14][CH2:15][NH:16][CH:3]1[CH2:2][O:1][CH2:4]1)([C:9]([CH3:11])([CH3:12])[CH3:10])([CH3:8])[CH3:7]. (5) The reactants are Br[CH2:2][CH2:3][CH2:4][Cl:5].[NH:6]1[CH2:11][CH2:10][O:9][CH2:8][CH2:7]1.[OH-].[Na+].Cl. The catalyst is O.C(#N)C. The product is [ClH:5].[Cl:5][CH2:4][CH2:3][CH2:2][N:6]1[CH2:11][CH2:10][O:9][CH2:8][CH2:7]1. The yield is 0.600. (6) The reactants are [CH2:1]([O:3][C:4](=[O:15])[C:5]#[C:6][C:7]1[CH:12]=[CH:11][CH:10]=[C:9]([O:13][CH3:14])[CH:8]=1)[CH3:2].[C:16]([O:20][C:21]([N:23]1[C:32]2[C:27](=[CH:28][CH:29]=[C:30]([CH2:33][CH2:34][O:35][C:36]3[CH:37]=[C:38]4[C:42](=[CH:43][CH:44]=3)[NH:41][CH:40]=[CH:39]4)[N:31]=2)[CH2:26][CH2:25][CH2:24]1)=[O:22])([CH3:19])([CH3:18])[CH3:17]. No catalyst specified. The product is [C:16]([O:20][C:21]([N:23]1[C:32]2[C:27](=[CH:28][CH:29]=[C:30]([CH2:33][CH2:34][O:35][C:36]3[CH:37]=[C:38]4[C:42](=[CH:43][CH:44]=3)[N:41]([C:6]([C:7]3[CH:12]=[CH:11][CH:10]=[C:9]([O:13][CH3:14])[CH:8]=3)=[CH:5][C:4]([O:3][CH2:1][CH3:2])=[O:15])[CH:40]=[CH:39]4)[N:31]=2)[CH2:26][CH2:25][CH2:24]1)=[O:22])([CH3:19])([CH3:17])[CH3:18]. The yield is 0.900. (7) The reactants are Br[C:2]1[CH:7]=[CH:6][C:5]([N:8]2[CH:12]([C:13]3[CH:18]=[CH:17][C:16]([N+:19]([O-:21])=[O:20])=[CH:15][CH:14]=3)[CH2:11][CH2:10][CH:9]2[C:22]2[CH:27]=[CH:26][C:25]([N+:28]([O-:30])=[O:29])=[CH:24][CH:23]=2)=[CH:4][CH:3]=1.[CH3:31][N:32]([CH3:42])[C:33]1[N:38]=[CH:37][C:36](B(O)O)=[CH:35][CH:34]=1.P([O-])([O-])([O-])=O.[K+].[K+].[K+].C1COCC1. The catalyst is [Pd](Cl)Cl.C(P(C(C)(C)C)[C-]1C=CC=C1)(C)(C)C.[C-]1(P(C(C)(C)C)C(C)(C)C)C=CC=C1.[Fe+2].O. The product is [N+:19]([C:16]1[CH:15]=[CH:14][C:13]([CH:12]2[CH2:11][CH2:10][CH:9]([C:22]3[CH:23]=[CH:24][C:25]([N+:28]([O-:30])=[O:29])=[CH:26][CH:27]=3)[N:8]2[C:5]2[CH:6]=[CH:7][C:2]([C:36]3[CH:35]=[CH:34][C:33]([N:32]([CH3:42])[CH3:31])=[N:38][CH:37]=3)=[CH:3][CH:4]=2)=[CH:18][CH:17]=1)([O-:21])=[O:20]. The yield is 0.960. (8) The reactants are [CH2:1]([O:3][CH:4](OCC)[CH:5]1[C:14]2([CH2:19][CH2:18][N:17](C(OC(C)(C)C)=O)[CH2:16][CH2:15]2)[O:13][C:12]2[C:7](=[CH:8][CH:9]=[CH:10][CH:11]=2)[C:6]1=[O:27])[CH3:2].[ClH:31]. The catalyst is C1(C)C=CC=CC=1. The product is [ClH:31].[CH2:1]([O:3]/[CH:4]=[C:5]1\[C:6](=[O:27])[C:7]2[C:12]([O:13][C:14]3\1[CH2:19][CH2:18][NH:17][CH2:16][CH2:15]3)=[CH:11][CH:10]=[CH:9][CH:8]=2)[CH3:2]. The yield is 0.630.